From a dataset of Full USPTO retrosynthesis dataset with 1.9M reactions from patents (1976-2016). Predict the reactants needed to synthesize the given product. (1) Given the product [O:26]1[CH:30]=[CH:29][CH:28]=[C:27]1/[CH:31]=[C:12]1/[C:13](=[O:18])[NH:14][C:15]2[C:11]/1=[CH:10][C:9]([B:4]1[O:3][C:2]([CH3:19])([CH3:1])[C:6]([CH3:7])([CH3:8])[O:5]1)=[CH:17][CH:16]=2, predict the reactants needed to synthesize it. The reactants are: [CH3:1][C:2]1([CH3:19])[C:6]([CH3:8])([CH3:7])[O:5][B:4]([C:9]2[CH:10]=[C:11]3[C:15](=[CH:16][CH:17]=2)[NH:14][C:13](=[O:18])[CH2:12]3)[O:3]1.N1CCCCC1.[O:26]1[CH:30]=[CH:29][CH:28]=[C:27]1[CH:31]=O. (2) Given the product [N:51]1[CH:8]=[CH:3][CH:4]=[CH:5][C:6]=1[C:9]1[C@@H:13]2[CH2:14][N:15]([C:17]3[C:26]([O:27][CH3:28])=[C:25]4[C:20]([C:21](=[O:35])[C:22]([C:32]([OH:34])=[O:33])=[CH:23][N:24]4[CH:29]4[CH2:31][CH2:30]4)=[CH:19][CH:18]=3)[CH2:16][C@@H:12]2[O:11][N:10]=1, predict the reactants needed to synthesize it. The reactants are: CO[C:3]1[CH:8]=C[C:6]([C:9]2[C@@H:13]3[CH2:14][N:15]([C:17]4[C:26]([O:27][CH3:28])=[C:25]5[C:20]([C:21](=[O:35])[C:22]([C:32]([OH:34])=[O:33])=[CH:23][N:24]5[CH:29]5[CH2:31][CH2:30]5)=[CH:19][C:18]=4F)[CH2:16][C@@H:12]3[O:11][N:10]=2)=[CH:5][CH:4]=1.C(O)(C(F)(F)F)=O.FC(F)(F)C(O)=O.[N:51]1C=CC=CC=1C1[C@@H]2CNC[C@@H]2ON=1. (3) Given the product [Cl:40][C:37]1[CH:38]=[CH:39][C:34]([N:24]2[C:23]([CH:16]([CH:17]3[CH2:22][CH2:21][CH2:20][CH2:19][CH2:18]3)[O:15][C:12]3[CH:13]=[CH:14][C:9]([O:8][C:5]4([C:3]([OH:4])=[O:2])[CH2:7][CH2:6]4)=[CH:10][CH:11]=3)=[C:31]3[C:26]([CH:27]=[C:28]([F:33])[C:29]([F:32])=[CH:30]3)=[N:25]2)=[CH:35][CH:36]=1, predict the reactants needed to synthesize it. The reactants are: C[O:2][C:3]([C:5]1([O:8][C:9]2[CH:14]=[CH:13][C:12]([O:15][CH:16]([C:23]3[N:24]([C:34]4[CH:39]=[CH:38][C:37]([Cl:40])=[CH:36][CH:35]=4)[N:25]=[C:26]4[C:31]=3[CH:30]=[C:29]([F:32])[C:28]([F:33])=[CH:27]4)[CH:17]3[CH2:22][CH2:21][CH2:20][CH2:19][CH2:18]3)=[CH:11][CH:10]=2)[CH2:7][CH2:6]1)=[O:4].[OH-].[Li+]. (4) Given the product [C:10]([NH:14][C@@:5]1([C:23]([NH:19][C:15]([CH3:18])([CH3:17])[CH3:16])=[O:24])[CH2:6][CH2:7][CH2:8][C@H:4]1[CH2:1][CH:2]=[CH2:3])(=[O:13])[CH3:11], predict the reactants needed to synthesize it. The reactants are: [CH2:1]([CH:4]1[CH2:8][CH2:7][CH2:6][C:5]1=O)[CH:2]=[CH2:3].[C:10]([O-:13])(=O)[CH3:11].[NH4+:14].[C:15]([N+:19]#[C-])([CH3:18])([CH3:17])[CH3:16].FC(F)(F)[CH2:23][OH:24]. (5) Given the product [N+:7]([C:10]1[CH:11]=[N:12][CH:13]=[CH:14][C:15]=1[CH2:17][C:18]([O:4][CH2:2][CH3:5])=[O:19])([O-:9])=[O:8], predict the reactants needed to synthesize it. The reactants are: C[C:2]([CH3:5])([O-:4])C.[K+].[N+:7]([C:10]1[CH:11]=[N:12][CH:13]=[CH:14][CH:15]=1)([O-:9])=[O:8].Cl[CH2:17][C:18](OC)=[O:19].[Cl-].[NH4+]. (6) Given the product [O:19]1[C:23]2[CH:24]=[CH:25][C:26]([CH2:28][NH:29][CH2:31][CH2:32][N:14]3[CH2:15][CH2:16][CH2:17][CH:13]3[C:8]3[CH:9]=[C:10]([CH3:12])[N:11]=[C:6]([N:1]4[CH:5]=[CH:4][N:3]=[CH:2]4)[N:7]=3)=[CH:27][C:22]=2[O:21][CH2:20]1, predict the reactants needed to synthesize it. The reactants are: [N:1]1([C:6]2[N:11]=[C:10]([CH3:12])[CH:9]=[C:8]([CH:13]3[CH2:17][CH2:16][CH2:15][NH:14]3)[N:7]=2)[CH:5]=[CH:4][N:3]=[CH:2]1.Cl.[O:19]1[C:23]2[CH:24]=[CH:25][C:26]([CH2:28][N:29]([CH2:31][CH2:32]Cl)C)=[CH:27][C:22]=2[O:21][CH2:20]1.C(N(C(C)C)CC)(C)C.[I-].[K+]. (7) Given the product [C:1]([C:5]1[CH:6]=[CH:7][C:8]([S:11]([N:14]([C:15]2[CH:16]=[C:17]3[C:22](=[CH:23][CH:24]=2)[N:21]=[CH:20][CH:19]=[CH:18]3)[CH2:25][C:26]([N:36]([CH2:37][CH2:38][OH:39])[CH2:35][C:30]2[CH:31]=[CH:32][CH:33]=[CH:34][N:29]=2)=[O:28])(=[O:12])=[O:13])=[CH:9][CH:10]=1)([CH3:3])([CH3:4])[CH3:2], predict the reactants needed to synthesize it. The reactants are: [C:1]([C:5]1[CH:10]=[CH:9][C:8]([S:11]([N:14]([CH2:25][C:26]([OH:28])=O)[C:15]2[CH:16]=[C:17]3[C:22](=[CH:23][CH:24]=2)[N:21]=[CH:20][CH:19]=[CH:18]3)(=[O:13])=[O:12])=[CH:7][CH:6]=1)([CH3:4])([CH3:3])[CH3:2].[N:29]1[CH:34]=[CH:33][CH:32]=[CH:31][C:30]=1[CH2:35][NH:36][CH2:37][CH2:38][OH:39]. (8) Given the product [OH:1][C@@H:2]1[C@H:6]([OH:7])[C@@H:5]([CH2:8][OH:9])[O:4][C@H:3]1[N:10]1[CH:18]=[N:17][C:16]2[C:11]1=[N:12][C:13]([C:34]([NH:38][CH2:39][CH2:40][C:41]1[CH:46]=[CH:45][CH:44]=[CH:43][N:42]=1)=[O:35])=[N:14][C:15]=2[NH:19][CH2:20][CH:21]([C:28]1[CH:29]=[CH:30][CH:31]=[CH:32][CH:33]=1)[C:22]1[CH:23]=[CH:24][CH:25]=[CH:26][CH:27]=1, predict the reactants needed to synthesize it. The reactants are: [OH:1][C@@H:2]1[C@H:6]([OH:7])[C@@H:5]([CH2:8][OH:9])[O:4][C@H:3]1[N:10]1[CH:18]=[N:17][C:16]2[C:11]1=[N:12][C:13]([C:34](OC)=[O:35])=[N:14][C:15]=2[NH:19][CH2:20][CH:21]([C:28]1[CH:33]=[CH:32][CH:31]=[CH:30][CH:29]=1)[C:22]1[CH:27]=[CH:26][CH:25]=[CH:24][CH:23]=1.[NH2:38][CH2:39][CH2:40][C:41]1[CH:46]=[CH:45][CH:44]=[CH:43][N:42]=1.